From a dataset of Catalyst prediction with 721,799 reactions and 888 catalyst types from USPTO. Predict which catalyst facilitates the given reaction. (1) Reactant: Cl[C:2]1[N:7]=[CH:6][C:5]([CH2:8][N:9]2[CH2:14][CH2:13][O:12][C@@H:11]([C:15]3[CH:20]=[CH:19][CH:18]=[CH:17][CH:16]=3)[CH2:10]2)=[CH:4][CH:3]=1.[C:21]([C:25]1[O:29][N:28]=[C:27]([NH2:30])[CH:26]=1)([CH3:24])([CH3:23])[CH3:22].C[Si]([N-][Si](C)(C)C)(C)C.[Na+]. Product: [C:21]([C:25]1[O:29][N:28]=[C:27]([NH:30][C:2]2[CH:3]=[CH:4][C:5]([CH2:8][N:9]3[CH2:14][CH2:13][O:12][C@@H:11]([C:15]4[CH:20]=[CH:19][CH:18]=[CH:17][CH:16]=4)[CH2:10]3)=[CH:6][N:7]=2)[CH:26]=1)([CH3:24])([CH3:23])[CH3:22]. The catalyst class is: 16. (2) Reactant: [CH3:1][O:2][C:3]1[CH:4]=[CH:5][C:6]([C:18]([C:20]2[CH:21]=[N:22][C:23]([O:26][CH2:27][C:28]3[N:29]=[C:30]([C:34]4[CH:39]=[CH:38][CH:37]=[CH:36][CH:35]=4)[O:31][C:32]=3[CH3:33])=[CH:24][CH:25]=2)=[O:19])=[C:7]([CH:17]=1)[O:8][C@H:9]([CH3:16])[C:10]([O:12]CC=C)=[O:11].O.[OH-].[Li+].Cl. Product: [CH3:1][O:2][C:3]1[CH:4]=[CH:5][C:6]([C:18]([C:20]2[CH:21]=[N:22][C:23]([O:26][CH2:27][C:28]3[N:29]=[C:30]([C:34]4[CH:39]=[CH:38][CH:37]=[CH:36][CH:35]=4)[O:31][C:32]=3[CH3:33])=[CH:24][CH:25]=2)=[O:19])=[C:7]([CH:17]=1)[O:8][C@H:9]([CH3:16])[C:10]([OH:12])=[O:11]. The catalyst class is: 30.